This data is from Forward reaction prediction with 1.9M reactions from USPTO patents (1976-2016). The task is: Predict the product of the given reaction. (1) Given the reactants CO[C:3]1[C:6](=[O:7])[C:5](=[O:8])[C:4]=1[NH:9][C:10]1[CH:11]=[C:12]([NH:17][C:18]([C:20]2[S:21][CH:22]=[CH:23][C:24]=2[NH:25][CH2:26][C:27]2[C:36]3[C:31](=[CH:32][CH:33]=[CH:34][CH:35]=3)[N:30]=[CH:29][CH:28]=2)=[O:19])[CH:13]=[CH:14][C:15]=1[Cl:16].ClC1C=CC(N)=CC=1N.[CH3:46][O:47][CH2:48][CH2:49][NH2:50], predict the reaction product. The product is: [N:30]1[C:31]2[C:36](=[CH:35][CH:34]=[CH:33][CH:32]=2)[C:27]([CH2:26][NH:25][C:24]2[CH:23]=[CH:22][S:21][C:20]=2[C:18]([NH:17][C:12]2[CH:13]=[CH:14][C:15]([Cl:16])=[C:10]([NH:9][C:4]3[C:5](=[O:8])[C:6](=[O:7])[C:3]=3[NH:50][CH2:49][CH2:48][O:47][CH3:46])[CH:11]=2)=[O:19])=[CH:28][CH:29]=1. (2) Given the reactants [CH3:1][CH:2]([O:4][C:5]1[CH:6]=[N:7][CH:8]=[C:9](B2OC(C)(C)C(C)(C)O2)[CH:10]=1)[CH3:3].Br[C:21]1[CH:51]=[CH:50][C:24]2[N:25]=[C:26]([NH:28][C:29]3[CH:34]=[C:33]([CH2:35][N:36]4[CH2:41][CH2:40][O:39][CH2:38][CH2:37]4)[N:32]=[C:31]([NH:42][C@H:43]4[CH2:48][CH2:47][C@H:46]([OH:49])[CH2:45][CH2:44]4)[N:30]=3)[S:27][C:23]=2[CH:22]=1.C(=O)([O-])[O-].[Cs+].[Cs+], predict the reaction product. The product is: [CH3:3][CH:2]([O:4][C:5]1[CH:10]=[C:9]([C:21]2[CH:51]=[CH:50][C:24]3[N:25]=[C:26]([NH:28][C:29]4[CH:34]=[C:33]([CH2:35][N:36]5[CH2:37][CH2:38][O:39][CH2:40][CH2:41]5)[N:32]=[C:31]([NH:42][C@H:43]5[CH2:44][CH2:45][C@H:46]([OH:49])[CH2:47][CH2:48]5)[N:30]=4)[S:27][C:23]=3[CH:22]=2)[CH:8]=[N:7][CH:6]=1)[CH3:1]. (3) The product is: [I:12][C:11]1[N:6]2[CH:7]=[CH:8][CH:9]=[CH:10][C:5]2=[N:4][C:3]=1[CH2:2][O:13][C:14]1[CH:23]=[CH:22][CH:21]=[CH:20][C:15]=1[C:16]([O:18][CH3:19])=[O:17]. Given the reactants Cl[CH2:2][C:3]1[N:4]=[C:5]2[CH:10]=[CH:9][CH:8]=[CH:7][N:6]2[C:11]=1[I:12].[OH:13][C:14]1[CH:23]=[CH:22][CH:21]=[CH:20][C:15]=1[C:16]([O:18][CH3:19])=[O:17].C(=O)([O-])[O-].[Cs+].[Cs+].O, predict the reaction product. (4) Given the reactants [F:1][C:2]1[CH:10]=[CH:9][C:5]([C:6]([OH:8])=[O:7])=[CH:4][CH:3]=1.[N+:11]([O-])([O-:13])=[O:12].[K+], predict the reaction product. The product is: [F:1][C:2]1[CH:10]=[CH:9][C:5]([C:6]([OH:8])=[O:7])=[CH:4][C:3]=1[N+:11]([O-:13])=[O:12].